This data is from Forward reaction prediction with 1.9M reactions from USPTO patents (1976-2016). The task is: Predict the product of the given reaction. (1) Given the reactants [CH3:1][CH:2]([S:4](Cl)(=[O:6])=[O:5])[CH3:3].[NH2:8][C:9]1[CH:14]=[CH:13][C:12]([C:15]2[C:16]([C:29]3[CH:34]=[CH:33][CH:32]=[CH:31][CH:30]=3)=[N:17][C:18]3[C:23]([N:24]=2)=[CH:22][C:21]([C:25]([O:27][CH3:28])=[O:26])=[CH:20][CH:19]=3)=[CH:11][CH:10]=1.CCN(C(C)C)C(C)C, predict the reaction product. The product is: [C:29]1([C:16]2[C:15]([C:12]3[CH:13]=[CH:14][C:9]([NH:8][S:4]([CH:2]([CH3:3])[CH3:1])(=[O:6])=[O:5])=[CH:10][CH:11]=3)=[N:24][C:23]3[C:18](=[CH:19][CH:20]=[C:21]([C:25]([O:27][CH3:28])=[O:26])[CH:22]=3)[N:17]=2)[CH:30]=[CH:31][CH:32]=[CH:33][CH:34]=1. (2) Given the reactants [C:1]([C:5]1[CH:18]=[CH:17][C:8]([O:9][CH2:10][C@H:11]2[O:15][C:14]([NH2:16])=[N:13][CH2:12]2)=[CH:7][CH:6]=1)([CH3:4])([CH3:3])[CH3:2].[CH2:19]([O:21][C:22](=O)[C:23]#[C:24][CH2:25][O:26]C)C, predict the reaction product. The product is: [C:1]([C:5]1[CH:18]=[CH:17][C:8]([O:9][CH2:10][C@H:11]2[O:15][C:14]3=[N:16][C:25](=[O:26])[CH:24]=[C:23]([CH2:22][O:21][CH3:19])[N:13]3[CH2:12]2)=[CH:7][CH:6]=1)([CH3:4])([CH3:2])[CH3:3]. (3) Given the reactants C([O:8][C:9]1[C:14]2[NH:15][C:16](=[O:19])[CH2:17][O:18][C:13]=2[C:12]([C:20](=[O:24])[CH:21](O)O)=[CH:11][CH:10]=1)C1C=CC=CC=1.[CH3:25][C:26]1[CH:36]=[CH:35][CH:34]=[C:33]([CH3:37])[C:27]=1[CH2:28][C:29]1([NH2:32])[CH2:31][CH2:30]1.FC(F)(F)C([O-])=O, predict the reaction product. The product is: [CH3:25][C:26]1[CH:36]=[CH:35][CH:34]=[C:33]([CH3:37])[C:27]=1[CH2:28][C:29]1([NH:32][CH2:21][CH:20]([C:12]2[C:13]3[O:18][CH2:17][C:16](=[O:19])[NH:15][C:14]=3[C:9]([OH:8])=[CH:10][CH:11]=2)[OH:24])[CH2:31][CH2:30]1. (4) Given the reactants [Cl:1][C:2]1[CH:3]=[C:4]([CH:39]=[CH:40][CH:41]=1)[CH2:5][NH:6][C:7]([O:9][CH2:10][C@@H:11]1[C@@H:15]([O:16]C2CCCCO2)[CH2:14][C@@H:13]([O:23]C2CCCCO2)[C@H:12]1[CH2:30]/[CH:31]=[CH:32]\[CH2:33][CH2:34][CH2:35][C:36]([OH:38])=O)=[S:8].[CH2:42]([NH2:44])[CH3:43], predict the reaction product. The product is: [CH2:42]([NH:44][C:36]([CH2:35][CH2:34][CH2:33]/[CH:32]=[CH:31]\[CH2:30][C@H:12]1[C@@H:13]([OH:23])[CH2:14][C@@H:15]([OH:16])[C@@H:11]1[CH2:10][O:9][C:7](=[S:8])[NH:6][CH2:5][C:4]1[CH:39]=[CH:40][CH:41]=[C:2]([Cl:1])[CH:3]=1)=[O:38])[CH3:43]. (5) Given the reactants [H-].[Na+].C1(CC[OH:11])C=CC=CC=1.[NH2:12][C:13]1[N:14]=[C:15]([C:31]2[CH:36]=[CH:35][CH:34]=[CH:33][CH:32]=2)[C:16]([C:23]2[CH:24]=[CH:25][C:26](=[O:30])[N:27]([CH3:29])[N:28]=2)=[N:17][C:18]=1S(C)(=O)=O.Cl, predict the reaction product. The product is: [NH2:12][C:13]1[N:14]=[C:15]([C:31]2[CH:36]=[CH:35][CH:34]=[CH:33][CH:32]=2)[C:16]([C:23]2[CH:24]=[CH:25][C:26](=[O:30])[N:27]([CH3:29])[N:28]=2)=[N:17][C:18]=1[OH:11]. (6) Given the reactants [CH:1]([C@H:4]1[C:8](=[O:9])[O:7][C@H:6]([C@@H:10]([NH:31][C:32](=[O:38])[O:33][C:34]([CH3:37])([CH3:36])[CH3:35])[CH2:11][C@H:12]([CH2:16][C:17]2[CH:25]=[C:24]3[C:20]([CH:21]=[N:22][N:23]3[CH2:26][CH2:27][CH2:28][O:29][CH3:30])=[CH:19][CH:18]=2)[CH:13]([CH3:15])[CH3:14])[CH2:5]1)([CH3:3])[CH3:2].OC1C=CC=CN=1.[NH2:46][CH2:47][C:48]([CH3:53])([CH3:52])[C:49]([NH2:51])=[O:50], predict the reaction product. The product is: [NH2:51][C:49](=[O:50])[C:48]([CH3:53])([CH3:52])[CH2:47][NH:46][C:8]([C@H:4]([CH:1]([CH3:3])[CH3:2])[CH2:5][C@H:6]([OH:7])[C@@H:10]([NH:31][C:32](=[O:38])[O:33][C:34]([CH3:36])([CH3:35])[CH3:37])[CH2:11][C@H:12]([CH2:16][C:17]1[CH:25]=[C:24]2[C:20]([CH:21]=[N:22][N:23]2[CH2:26][CH2:27][CH2:28][O:29][CH3:30])=[CH:19][CH:18]=1)[CH:13]([CH3:14])[CH3:15])=[O:9]. (7) Given the reactants C([O:3][C:4]([C:6]1[CH:10]=[C:9]([C:11]2[CH:16]=[CH:15][C:14]([NH:17][C:18](=[O:30])[CH2:19][C:20]3[CH:25]=[CH:24][C:23]([O:26][CH3:27])=[CH:22][C:21]=3[O:28][CH3:29])=[CH:13][CH:12]=2)[O:8][C:7]=1[CH3:31])=[O:5])C.[Li+].[OH-].Cl, predict the reaction product. The product is: [CH3:29][O:28][C:21]1[CH:22]=[C:23]([O:26][CH3:27])[CH:24]=[CH:25][C:20]=1[CH2:19][C:18]([NH:17][C:14]1[CH:15]=[CH:16][C:11]([C:9]2[O:8][C:7]([CH3:31])=[C:6]([C:4]([OH:5])=[O:3])[CH:10]=2)=[CH:12][CH:13]=1)=[O:30]. (8) Given the reactants [C:1]([O:5][C:6]([N:8]1[CH2:12][C@@H:11]([OH:13])[CH2:10][C@H:9]1[C:14]([OH:16])=[O:15])=[O:7])([CH3:4])([CH3:3])[CH3:2].[CH2:17](Br)[CH3:18], predict the reaction product. The product is: [CH3:17][CH2:18][O:15][C:14]([C@@H:9]1[CH2:10][C@H:11]([OH:13])[CH2:12][N:8]1[C:6]([O:5][C:1]([CH3:4])([CH3:2])[CH3:3])=[O:7])=[O:16]. (9) Given the reactants [N+:1]([C:4]1[CH:5]=[C:6]([C:25]2[CH:30]=[CH:29][CH:28]=[CH:27][CH:26]=2)[CH:7]=[CH:8][C:9]=1[C:10]([NH:12][C:13]1([C:21]([O:23][CH3:24])=[O:22])[CH2:20][CH2:19][CH2:18][CH2:17][CH2:16][CH2:15][CH2:14]1)=[O:11])([O-])=O, predict the reaction product. The product is: [NH2:1][C:4]1[CH:5]=[C:6]([C:25]2[CH:26]=[CH:27][CH:28]=[CH:29][CH:30]=2)[CH:7]=[CH:8][C:9]=1[C:10]([NH:12][C:13]1([C:21]([O:23][CH3:24])=[O:22])[CH2:20][CH2:19][CH2:18][CH2:17][CH2:16][CH2:15][CH2:14]1)=[O:11].